This data is from Full USPTO retrosynthesis dataset with 1.9M reactions from patents (1976-2016). The task is: Predict the reactants needed to synthesize the given product. (1) Given the product [ClH:36].[CH3:1][O:2][CH2:3][CH2:4][S:5][C:6]1[CH:7]=[C:8]([O:28][C:29]2[C:30]([CH3:35])=[N:31][CH:32]=[CH:33][CH:34]=2)[C:9]([NH:12][C:13]2[S:17][N:16]=[C:15]([C@H:18]([OH:19])[CH2:22][OH:21])[N:14]=2)=[N:10][CH:11]=1, predict the reactants needed to synthesize it. The reactants are: [CH3:1][O:2][CH2:3][CH2:4][S:5][C:6]1[CH:7]=[C:8]([O:28][C:29]2[C:30]([CH3:35])=[N:31][CH:32]=[CH:33][CH:34]=2)[C:9]([NH:12][C:13]2[S:17][N:16]=[C:15]([C@H:18]3[CH2:22][O:21]C4(CCCCC4)[O:19]3)[N:14]=2)=[N:10][CH:11]=1.[ClH:36]. (2) Given the product [CH2:10]([O:12][CH2:13][CH2:14][O:15][CH2:16][CH2:17][O:18][CH2:2][C:3]([OH:5])=[O:4])[CH3:11], predict the reactants needed to synthesize it. The reactants are: Cl[CH2:2][C:3]([O:5]C(C)(C)C)=[O:4].[CH2:10]([O:12][CH2:13][CH2:14][O:15][CH2:16][CH2:17][OH:18])[CH3:11].[OH-].[Na+]. (3) Given the product [O:21]1[C:30]2[CH:29]=[C:28]([CH2:31][NH:1][CH:2]3[CH2:7][CH2:6][N:5]([CH2:8][CH2:9][N:10]4[C:15]5[CH:16]=[CH:17][CH:18]=[CH:19][C:14]=5[O:13][CH2:12][C:11]4=[O:20])[CH2:4][CH2:3]3)[N:27]=[CH:26][C:25]=2[O:24][CH2:23][CH2:22]1, predict the reactants needed to synthesize it. The reactants are: [NH2:1][CH:2]1[CH2:7][CH2:6][N:5]([CH2:8][CH2:9][N:10]2[C:15]3[CH:16]=[CH:17][CH:18]=[CH:19][C:14]=3[O:13][CH2:12][C:11]2=[O:20])[CH2:4][CH2:3]1.[O:21]1[C:30]2[CH:29]=[C:28]([CH:31]=O)[N:27]=[CH:26][C:25]=2[O:24][CH2:23][CH2:22]1.C([BH3-])#N.[Na+]. (4) Given the product [Cl:19][C:14]1[CH:15]=[CH:16][CH:17]=[CH:18][C:13]=1[S:10]([C@H:8]1[CH2:7][N:6]([C:20]2[N:21]([CH:26]3[CH2:31][CH2:30][CH2:29][CH2:28][CH2:27]3)[N:22]=[C:23]([CH3:25])[CH:24]=2)[C@H:5]([C:3]([OH:4])=[O:2])[CH2:9]1)(=[O:12])=[O:11], predict the reactants needed to synthesize it. The reactants are: C[O:2][C:3]([C@@H:5]1[CH2:9][C@@H:8]([S:10]([C:13]2[CH:18]=[CH:17][CH:16]=[CH:15][C:14]=2[Cl:19])(=[O:12])=[O:11])[CH2:7][N:6]1[C:20]1[N:21]([CH:26]2[CH2:31][CH2:30][CH2:29][CH2:28][CH2:27]2)[N:22]=[C:23]([CH3:25])[CH:24]=1)=[O:4].[OH-].[Li+]. (5) Given the product [CH3:23][N:22]([CH3:24])[S:19]([CH2:18][C:15]1[CH:16]=[C:17]2[C:12](=[CH:13][CH:14]=1)[NH:11][CH:10]=[C:9]2[CH2:8][CH2:7][CH2:6][N:47]1[CH2:48][CH2:49][N:44]([C:39]2[C:38]([O:37][CH3:36])=[CH:43][N:42]=[CH:41][N:40]=2)[CH2:45][CH2:46]1)(=[O:21])=[O:20], predict the reactants needed to synthesize it. The reactants are: CS(O[CH2:6][CH2:7][CH2:8][C:9]1[C:17]2[C:12](=[CH:13][CH:14]=[C:15]([CH2:18][S:19]([N:22]([CH3:24])[CH3:23])(=[O:21])=[O:20])[CH:16]=2)[NH:11][CH:10]=1)(=O)=O.[I-].[Na+].C(N(CC)C(C)C)(C)C.[CH3:36][O:37][C:38]1[C:39]([N:44]2[CH2:49][CH2:48][NH:47][CH2:46][CH2:45]2)=[N:40][CH:41]=[N:42][CH:43]=1. (6) Given the product [CH3:10][O:9][C:7]1[CH:6]=[C:5]([NH:11][C:12]2[N:17]=[C:16]([N:18]3[C:22]([CH3:23])=[CH:21][C:20]([C:24]([F:26])([F:25])[F:27])=[N:19]3)[C:15]([C:28]3[CH:37]=[C:32]([C:33]4[NH:34][C:45](=[O:46])[O:36][N:35]=4)[C:31]([O:38][CH3:39])=[N:30][CH:29]=3)=[CH:14][N:13]=2)[CH:4]=[C:3]([O:2][CH3:1])[CH:8]=1, predict the reactants needed to synthesize it. The reactants are: [CH3:1][O:2][C:3]1[CH:4]=[C:5]([NH:11][C:12]2[N:17]=[C:16]([N:18]3[C:22]([CH3:23])=[CH:21][C:20]([C:24]([F:27])([F:26])[F:25])=[N:19]3)[C:15]([C:28]3[CH:29]=[N:30][C:31]([O:38][CH3:39])=[C:32]([CH:37]=3)/[C:33](=[N:35]\[OH:36])/[NH2:34])=[CH:14][N:13]=2)[CH:6]=[C:7]([O:9][CH3:10])[CH:8]=1.C1N=CN([C:45](N2C=NC=C2)=[O:46])C=1.C1CCN2C(=NCCC2)CC1. (7) Given the product [C:1]([C:3]1[CH:4]=[C:5]([C:6]2[O:7][N:17]=[C:18]([C:19]3[CH:27]=[CH:26][CH:25]=[C:24]4[C:20]=3[CH:21]=[N:22][N:23]4[CH2:28][C:29]([CH3:35])([CH3:36])[C:30]([O:32][CH2:33][CH3:34])=[O:31])[N:37]=2)[CH:9]=[CH:10][C:11]=1[O:12][CH:13]([CH3:15])[CH3:14])#[N:2], predict the reactants needed to synthesize it. The reactants are: [C:1]([C:3]1[CH:4]=[C:5]([CH:9]=[CH:10][C:11]=1[O:12][CH:13]([CH3:15])[CH3:14])[C:6](Cl)=[O:7])#[N:2].O[NH:17][C:18](=[NH:37])[C:19]1[CH:27]=[CH:26][CH:25]=[C:24]2[C:20]=1[CH:21]=[N:22][N:23]2[CH2:28][C:29]([CH3:36])([CH3:35])[C:30]([O:32][CH2:33][CH3:34])=[O:31].C(N(CC)CC)C.